Dataset: Catalyst prediction with 721,799 reactions and 888 catalyst types from USPTO. Task: Predict which catalyst facilitates the given reaction. (1) Reactant: [CH2:1]([O:3][C:4]1[CH:9]=[CH:8][CH:7]=[CH:6][C:5]=1[N:10]1[CH:14]=[CH:13][N:12]=[CH:11]1)[CH3:2].[Br:15][CH2:16][CH2:17][CH2:18][CH2:19][CH2:20][CH3:21]. Product: [Br-:15].[CH2:1]([O:3][C:4]1[CH:9]=[CH:8][CH:7]=[CH:6][C:5]=1[N+:10]1[CH:14]=[CH:13][N:12]([CH2:16][CH2:17][CH2:18][CH2:19][CH2:20][CH3:21])[CH:11]=1)[CH3:2]. The catalyst class is: 27. (2) Reactant: C1(CCC(Cl)=O)CCCC1.[CH:11]1([CH2:16][CH2:17][C:18]([N:20]=[C:21]=[S:22])=[O:19])[CH2:15][CH2:14][CH2:13][CH2:12]1.[CH3:23][O:24][C:25]1[CH:26]=[C:27]2[C:32](=[CH:33][C:34]=1[O:35][CH3:36])[N:31]=[CH:30][CH:29]=[C:28]2[O:37][C:38]1[CH:44]=[CH:43][C:41]([NH2:42])=[C:40]([F:45])[CH:39]=1.C1(C)C=CC=CC=1. Product: [CH:11]1([CH2:16][CH2:17][C:18]([N:20]=[C:21]=[S:22])=[O:19])[CH2:12][CH2:13][CH2:14][CH2:15]1.[CH:11]1([CH2:16][CH2:17][C:18]([NH:20][C:21]([NH:42][C:41]2[CH:43]=[CH:44][C:38]([O:37][C:28]3[C:27]4[C:32](=[CH:33][C:34]([O:35][CH3:36])=[C:25]([O:24][CH3:23])[CH:26]=4)[N:31]=[CH:30][CH:29]=3)=[CH:39][C:40]=2[F:45])=[S:22])=[O:19])[CH2:12][CH2:13][CH2:14][CH2:15]1. The catalyst class is: 8. (3) Reactant: [F:1][C:2]([F:31])([F:30])[C:3]1[CH:4]=[C:5]([CH:23]=[C:24]([C:26]([F:29])([F:28])[F:27])[CH:25]=1)[C:6]([N:8]1[CH2:13][CH2:12][NH:11][CH2:10][C@H:9]1[CH2:14][C:15]1[CH:20]=[CH:19][C:18]([CH3:21])=[C:17]([CH3:22])[CH:16]=1)=[O:7].[CH2:32](Br)[C:33]#[CH:34].C(=O)([O-])[O-].[K+].[K+]. Product: [F:31][C:2]([F:1])([F:30])[C:3]1[CH:4]=[C:5]([CH:23]=[C:24]([C:26]([F:27])([F:28])[F:29])[CH:25]=1)[C:6]([N:8]1[CH2:13][CH2:12][N:11]([CH2:34][C:33]#[CH:32])[CH2:10][C@H:9]1[CH2:14][C:15]1[CH:20]=[CH:19][C:18]([CH3:21])=[C:17]([CH3:22])[CH:16]=1)=[O:7]. The catalyst class is: 9. (4) Reactant: [CH3:1][O:2][CH2:3][CH2:4][C:5]1[C:10]([CH2:11]O)=[C:9]([CH3:13])[N:8]=[C:7]([C:14]2[CH:19]=[CH:18][C:17]([C:20]([F:23])([F:22])[F:21])=[CH:16][CH:15]=2)[N:6]=1.S(Cl)([Cl:26])=O. Product: [Cl:26][CH2:11][C:10]1[C:5]([CH2:4][CH2:3][O:2][CH3:1])=[N:6][C:7]([C:14]2[CH:19]=[CH:18][C:17]([C:20]([F:23])([F:22])[F:21])=[CH:16][CH:15]=2)=[N:8][C:9]=1[CH3:13]. The catalyst class is: 4. (5) Reactant: [N+:1]([C:4]1[O:8][C:7]([C:9](Cl)=[O:10])=[CH:6][CH:5]=1)([O-:3])=[O:2].[CH2:12]([CH:19]1[CH2:24][CH2:23][N:22]([C:25]2[CH:32]=[CH:31][C:28]([C:29]#[N:30])=[CH:27][CH:26]=2)[CH2:21][CH2:20]1)[C:13]1[CH:18]=[CH:17][CH:16]=[CH:15][CH:14]=1.CCN(CC)CC. Product: [CH2:12]([CH:19]1[CH2:24][CH2:23][N:22]([C:25]2[CH:26]=[CH:27][C:28]([CH2:29][NH:30][C:9]([C:7]3[O:8][C:4]([N+:1]([O-:3])=[O:2])=[CH:5][CH:6]=3)=[O:10])=[CH:31][CH:32]=2)[CH2:21][CH2:20]1)[C:13]1[CH:14]=[CH:15][CH:16]=[CH:17][CH:18]=1. The catalyst class is: 2. (6) Reactant: [Cl:1][C:2]1[CH:10]=[C:9]2[C:5]([C:6]([C:11](=[O:16])C(F)(F)F)=[CH:7][NH:8]2)=[CH:4][CH:3]=1.C(=O)([O-])[O-].[K+].[K+].Br[CH2:24][CH2:25][CH2:26][CH2:27][CH3:28].[OH-:29].[Na+]. Product: [Cl:1][C:2]1[CH:10]=[C:9]2[C:5]([C:6]([C:11]([OH:16])=[O:29])=[CH:7][N:8]2[CH2:24][CH2:25][CH2:26][CH2:27][CH3:28])=[CH:4][CH:3]=1. The catalyst class is: 9. (7) Reactant: [CH3:1][O:2][CH2:3][C:4](Cl)=[O:5].[NH2:7][C:8]1[CH:13]=[C:12]([O:14][C:15]2[C:24]3[C:19](=[CH:20][CH:21]=[CH:22][CH:23]=3)[C:18]([NH:25][C:26]([NH:28][C:29]3[N:33]([C:34]4[CH:39]=[CH:38][C:37]([CH3:40])=[CH:36][CH:35]=4)[N:32]=[C:31]([C:41]([CH3:44])([CH3:43])[CH3:42])[CH:30]=3)=[O:27])=[CH:17][CH:16]=2)[CH:11]=[CH:10][N:9]=1.CCN(C(C)C)C(C)C. Product: [C:41]([C:31]1[CH:30]=[C:29]([NH:28][C:26](=[O:27])[NH:25][C:18]2[C:19]3[C:24](=[CH:23][CH:22]=[CH:21][CH:20]=3)[C:15]([O:14][C:12]3[CH:11]=[CH:10][N:9]=[C:8]([NH:7][C:4](=[O:5])[CH2:3][O:2][CH3:1])[CH:13]=3)=[CH:16][CH:17]=2)[N:33]([C:34]2[CH:39]=[CH:38][C:37]([CH3:40])=[CH:36][CH:35]=2)[N:32]=1)([CH3:44])([CH3:43])[CH3:42]. The catalyst class is: 1.